Dataset: Reaction yield outcomes from USPTO patents with 853,638 reactions. Task: Predict the reaction yield, written as a fraction of the theoretical maximum amount of product (1.0 means a 100% yield; for example, 0.34 means a 34% yield). (1) The reactants are C([O:4][C@@H:5]1[CH2:29][CH2:28][C@@:27]2([CH3:30])[C@H:7]([CH2:8][CH2:9][C@@H:10]3[C:26]2=[CH:25][CH2:24][C@@:23]2([CH3:31])[C@H:11]3[CH2:12][CH2:13][C@@H:14]2[C@H:15]([CH3:22])[CH2:16][CH2:17][C:18]([O:20][CH3:21])=[O:19])[CH2:6]1)(=O)C.CC(O)=[O:34]. No catalyst specified. The product is [OH:4][C@@H:5]1[CH2:29][CH2:28][C@@:27]2([CH3:30])[C@H:7]([CH2:8][CH2:9][C@@H:10]3[C:26]2=[CH:25][C:24](=[O:34])[C@@:23]2([CH3:31])[C@H:11]3[CH2:12][CH2:13][C@@H:14]2[C@H:15]([CH3:22])[CH2:16][CH2:17][C:18]([O:20][CH3:21])=[O:19])[CH2:6]1. The yield is 0.500. (2) The yield is 0.500. The reactants are [Br:1][C:2]1[CH:3]=[N:4][CH:5]=[C:6]2[C:11]=1[N:10]=[C:9]([C:12]([OH:14])=O)[CH:8]=[CH:7]2.CN(C(ON1N=NC2C=CC=NC1=2)=[N+](C)C)C.F[P-](F)(F)(F)(F)F.[CH3:39][C@H:40]([NH2:47])[C:41]1[CH:46]=[CH:45][CH:44]=[CH:43][CH:42]=1.CCN(C(C)C)C(C)C. The product is [Br:1][C:2]1[CH:3]=[N:4][CH:5]=[C:6]2[C:11]=1[N:10]=[C:9]([C:12]([NH:47][C@H:40]([C:41]1[CH:46]=[CH:45][CH:44]=[CH:43][CH:42]=1)[CH3:39])=[O:14])[CH:8]=[CH:7]2. The catalyst is CN(C=O)C. (3) The reactants are C[O:2][C:3]1[CH:8]=[CH:7][N:6]([C:9]([O:11][C:12]2[CH:17]=CC=C[CH:13]=2)=[O:10])[CH:5]([CH3:18])[CH:4]=1.[CH3:19]C(C)([O-])C.[K+]. The catalyst is O1CCCC1. The product is [CH3:18][CH:5]1[CH2:4][C:3](=[O:2])[CH:8]=[CH:7][N:6]1[C:9]([O:11][C:12]([CH3:13])([CH3:17])[CH3:19])=[O:10]. The yield is 0.510. (4) The reactants are C(OC([N:8]1[C:12]2[CH:13]=[CH:14][CH:15]=[CH:16][C:11]=2[N:10]=[C:9]1[CH2:17][N:18]([CH2:31][CH2:32][CH2:33][CH2:34][N:35]1C(=O)C2C(=CC=CC=2)C1=O)[CH:19]1[C:28]2[N:27]=[CH:26][CH:25]=[C:24]([O:29][CH3:30])[C:23]=2[CH2:22][CH2:21][CH2:20]1)=O)(C)(C)C.O.NN. The catalyst is C(O)C. The product is [NH:8]1[C:12]2[CH:13]=[CH:14][CH:15]=[CH:16][C:11]=2[N:10]=[C:9]1[CH2:17][N:18]([CH:19]1[C:28]2[N:27]=[CH:26][CH:25]=[C:24]([O:29][CH3:30])[C:23]=2[CH2:22][CH2:21][CH2:20]1)[CH2:31][CH2:32][CH2:33][CH2:34][NH2:35]. The yield is 0.680. (5) The reactants are Br[C:2]1[CH:3]=[C:4]([N:8]2[C:16]3[C:11](=[CH:12][C:13]([C:17]4[CH:18]=[N:19][N:20]([CH2:22][CH2:23][OH:24])[CH:21]=4)=[CH:14][CH:15]=3)[C:10]([C:25]([O:27][CH3:28])=[O:26])=[N:9]2)[CH:5]=[CH:6][CH:7]=1.[C:29]([C@:31]1([OH:38])[CH2:35][CH2:34][N:33]([CH3:36])[C:32]1=[O:37])#[CH:30]. No catalyst specified. The product is [OH:38][C@@:31]1([C:29]#[C:30][C:2]2[CH:3]=[C:4]([N:8]3[C:16]4[C:11](=[CH:12][C:13]([C:17]5[CH:18]=[N:19][N:20]([CH2:22][CH2:23][OH:24])[CH:21]=5)=[CH:14][CH:15]=4)[C:10]([C:25]([O:27][CH3:28])=[O:26])=[N:9]3)[CH:5]=[CH:6][CH:7]=2)[CH2:35][CH2:34][N:33]([CH3:36])[C:32]1=[O:37]. The yield is 0.700. (6) The reactants are [NH3:1].[F:2][C:3]([F:11])([F:10])[C:4]1([C:7]([NH2:9])=[O:8])[CH2:6][O:5]1. No catalyst specified. The product is [NH2:1][CH2:6][C:4]([OH:5])([C:3]([F:11])([F:10])[F:2])[C:7]([NH2:9])=[O:8]. The yield is 0.840.